Dataset: Full USPTO retrosynthesis dataset with 1.9M reactions from patents (1976-2016). Task: Predict the reactants needed to synthesize the given product. (1) Given the product [Cl:21][C:22]1[N:27]=[C:26]([NH:17][C:13]2[CH:14]=[CH:15][CH:16]=[C:11]([NH:10][CH2:9][C:8]3[CH:18]=[CH:19][CH:20]=[C:6]([N+:3]([O-:5])=[O:4])[CH:7]=3)[CH:12]=2)[C:25]([Cl:29])=[CH:24][N:23]=1, predict the reactants needed to synthesize it. The reactants are: Cl.Cl.[N+:3]([C:6]1[CH:7]=[C:8]([CH:18]=[CH:19][CH:20]=1)[CH2:9][NH:10][C:11]1[CH:16]=[CH:15][CH:14]=[C:13]([NH2:17])[CH:12]=1)([O-:5])=[O:4].[Cl:21][C:22]1[N:27]=[C:26](Cl)[C:25]([Cl:29])=[CH:24][N:23]=1.C(=O)([O-])[O-].[K+].[K+]. (2) Given the product [CH3:1][CH:2]([CH3:3])[C:4]([CH:5]1[CH:19]([CH3:26])[CH:20]2[CH2:25][CH:6]1[CH:7]=[CH:21]2)=[O:8], predict the reactants needed to synthesize it. The reactants are: [CH3:1][CH:2]([C:4](=[O:8])[CH:5]=[CH:6][CH3:7])[CH3:3].C1CC=CC=1.Cl(O)(=O)(=O)=O.[CH2:19]([C@@H:26]1N[C@H](C2OC(C)=CC=2)N(C)C1=O)[C:20]1[CH:25]=CC=C[CH:21]=1. (3) Given the product [CH3:7][CH2:8][CH2:9][CH2:6][O:5][C:1]([CH:2]=[CH2:3])=[O:4], predict the reactants needed to synthesize it. The reactants are: [C:1]([O:5][CH3:6])(=[O:4])[CH:2]=[CH2:3].[CH3:7][C:8](Br)(C)[C:9](OCC=C)=O.C(OCC)(=O)C. (4) Given the product [F:24][CH2:23][CH2:22][NH:21][C:20]([C@@H:16]1[CH2:17][CH2:18][CH2:19][N:15]1[C:13](=[O:14])[CH2:12][O:11][C:9]1[N:8]([C:26]2[CH:31]=[CH:30][CH:29]=[CH:28][CH:27]=2)[N:7]=[C:6]([C:4]([OH:5])=[O:3])[CH:10]=1)=[O:25], predict the reactants needed to synthesize it. The reactants are: C([O:3][C:4]([C:6]1[CH:10]=[C:9]([O:11][CH2:12][C:13]([N:15]2[CH2:19][CH2:18][CH2:17][C@H:16]2[C:20](=[O:25])[NH:21][CH2:22][CH2:23][F:24])=[O:14])[N:8]([C:26]2[CH:31]=[CH:30][CH:29]=[CH:28][CH:27]=2)[N:7]=1)=[O:5])C.[OH-].[Na+]. (5) Given the product [CH:5]1([C:5]2[C:6]([CH:5]3[CH2:10][CH2:9][CH2:8][CH2:7][CH2:6]3)=[C:7]([CH:5]3[CH2:10][CH2:9][CH2:8][CH2:7][CH2:6]3)[CH:8]=[CH:9][CH:10]=2)[CH2:10][CH2:9][CH2:8][CH2:7][CH2:6]1, predict the reactants needed to synthesize it. The reactants are: [Cl-].[Al+3].[Cl-].[Cl-].[CH:5]1(Cl)[CH2:10][CH2:9][CH2:8][CH2:7][CH2:6]1.